From a dataset of TCR-epitope binding with 47,182 pairs between 192 epitopes and 23,139 TCRs. Binary Classification. Given a T-cell receptor sequence (or CDR3 region) and an epitope sequence, predict whether binding occurs between them. (1) The epitope is CINGVCWTV. The TCR CDR3 sequence is CSAREIASSNQPQHF. Result: 0 (the TCR does not bind to the epitope). (2) The epitope is RISNCVADY. The TCR CDR3 sequence is CASSGRNEQFF. Result: 0 (the TCR does not bind to the epitope).